Task: Predict the product of the given reaction.. Dataset: Forward reaction prediction with 1.9M reactions from USPTO patents (1976-2016) (1) Given the reactants [N+:1]([C:4]1[CH:5]=[C:6]([OH:10])[CH:7]=[CH:8][CH:9]=1)([O-:3])=[O:2].Br[CH2:12][CH2:13][OH:14].C(=O)([O-])[O-].[K+].[K+].O, predict the reaction product. The product is: [N+:1]([C:4]1[CH:5]=[C:6]([CH:7]=[CH:8][CH:9]=1)[O:10][CH2:12][CH2:13][OH:14])([O-:3])=[O:2]. (2) Given the reactants [Br:1][C:2]1[CH:7]=[CH:6][C:5]([OH:8])=[C:4]([CH3:9])[CH:3]=1.C([O-])([O-])=O.[Cs+].[Cs+].I[CH2:17][CH3:18], predict the reaction product. The product is: [Br:1][C:2]1[CH:7]=[CH:6][C:5]([O:8][CH2:17][CH3:18])=[C:4]([CH3:9])[CH:3]=1. (3) Given the reactants [F:1][C:2]1[CH:7]=[CH:6][C:5]([C:8]2[C:26](=[O:27])[N:25]([CH3:28])[C:11]3[N:12]([CH3:24])[C:13]4[C:18]([C:10]=3[CH:9]=2)=[CH:17][C:16]([C:19]2[NH:20][N:21]=[CH:22][CH:23]=2)=[CH:15][CH:14]=4)=[CH:4][CH:3]=1.I[CH2:30][CH3:31], predict the reaction product. The product is: [CH2:30]([N:21]1[CH:22]=[CH:23][C:19]([C:16]2[CH:17]=[C:18]3[C:13](=[CH:14][CH:15]=2)[N:12]([CH3:24])[C:11]2[N:25]([CH3:28])[C:26](=[O:27])[C:8]([C:5]4[CH:6]=[CH:7][C:2]([F:1])=[CH:3][CH:4]=4)=[CH:9][C:10]3=2)=[N:20]1)[CH3:31]. (4) Given the reactants Cl.[Br:2][C:3]1[CH:8]=[CH:7][C:6]([C@@H:9]([NH:11][S@@](C(C)(C)C)=O)[CH3:10])=[C:5]([CH3:18])[CH:4]=1, predict the reaction product. The product is: [Br:2][C:3]1[CH:8]=[CH:7][C:6]([C@@H:9]([NH2:11])[CH3:10])=[C:5]([CH3:18])[CH:4]=1. (5) Given the reactants OS(O)(=O)=O.[I:6][C:7]1[CH:8]=[C:9]([CH:11]=[CH:12][C:13]=1[CH3:14])N.N([O-])=[O:16].[Na+].C(Cl)Cl, predict the reaction product. The product is: [I:6][C:7]1[CH:8]=[C:9]([OH:16])[CH:11]=[CH:12][C:13]=1[CH3:14]. (6) Given the reactants [Cl:1][C:2]1[CH:3]=[C:4]([NH:8][C:9]2[C:10]3[S:34](=[O:35])[CH2:33][CH2:32][C:11]=3[N:12]=[C:13]([N:15]3[CH2:20][CH2:19][N:18]([C:21]4[CH:31]=[CH:30][C:24]([C:25]([O:27]CC)=[O:26])=[CH:23][CH:22]=4)[CH2:17][CH2:16]3)[N:14]=2)[CH:5]=[CH:6][CH:7]=1.[OH-].[Na+], predict the reaction product. The product is: [Cl:1][C:2]1[CH:3]=[C:4]([NH:8][C:9]2[C:10]3[S:34](=[O:35])[CH2:33][CH2:32][C:11]=3[N:12]=[C:13]([N:15]3[CH2:16][CH2:17][N:18]([C:21]4[CH:31]=[CH:30][C:24]([C:25]([OH:27])=[O:26])=[CH:23][CH:22]=4)[CH2:19][CH2:20]3)[N:14]=2)[CH:5]=[CH:6][CH:7]=1. (7) Given the reactants [CH2:1]([N:8]1[C:17](=[O:18])[C:16]2[C:11](=[N:12][C:13]([Cl:19])=[N:14][CH:15]=2)[N:10]=[C:9]1[CH:20]([N:26]1[CH:30]=[C:29]([CH2:31][CH2:32][N:33]2C(=O)C3C(=CC=CC=3)C2=O)[N:28]=[C:27]1[C:44]1[CH:49]=[CH:48][C:47]([CH3:50])=[CH:46][CH:45]=1)[CH:21]([CH2:24][CH3:25])[CH2:22][CH3:23])[C:2]1[CH:7]=[CH:6][CH:5]=[CH:4][CH:3]=1.NN, predict the reaction product. The product is: [NH2:33][CH2:32][CH2:31][C:29]1[N:28]=[C:27]([C:44]2[CH:49]=[CH:48][C:47]([CH3:50])=[CH:46][CH:45]=2)[N:26]([CH:20]([C:9]2[N:8]([CH2:1][C:2]3[CH:3]=[CH:4][CH:5]=[CH:6][CH:7]=3)[C:17](=[O:18])[C:16]3[C:11]([N:10]=2)=[N:12][C:13]([Cl:19])=[N:14][CH:15]=3)[CH:21]([CH2:24][CH3:25])[CH2:22][CH3:23])[CH:30]=1. (8) The product is: [Cl:23][C:18]1[CH:17]=[C:16]([C:14]2[N:15]=[C:11]([C:9]3[CH:10]=[C:5]([C:3]([OH:2])=[O:4])[C:6]([C:24]4[CH:25]=[CH:26][C:27]([C:30](=[O:31])[NH:37][CH2:36][C:35]5[CH:38]=[CH:39][CH:40]=[CH:41][C:34]=5[F:33])=[CH:28][CH:29]=4)=[CH:7][CH:8]=3)[S:12][CH:13]=2)[CH:21]=[CH:20][C:19]=1[Cl:22]. Given the reactants C[O:2][C:3]([C:5]1[C:6]([C:24]2[CH:29]=[CH:28][C:27]([C:30](O)=[O:31])=[CH:26][CH:25]=2)=[CH:7][CH:8]=[C:9]([C:11]2[S:12][CH:13]=[C:14]([C:16]3[CH:21]=[CH:20][C:19]([Cl:22])=[C:18]([Cl:23])[CH:17]=3)[N:15]=2)[CH:10]=1)=[O:4].[F:33][C:34]1[CH:41]=[CH:40][CH:39]=[CH:38][C:35]=1[CH2:36][NH2:37].O.[OH-].[Li+], predict the reaction product.